Predict the reactants needed to synthesize the given product. From a dataset of Full USPTO retrosynthesis dataset with 1.9M reactions from patents (1976-2016). Given the product [F:1][C:2]1[CH:3]=[C:4]([C:9]2[CH:14]=[CH:13][C:12]([C:15]([NH:17][C@H:18]([C:31]([OH:33])=[O:32])[CH2:19][CH2:20][C:21]([OH:23])=[O:22])=[O:16])=[C:11]([NH:41][C:42]([NH:44][C:45]3[C:50]([CH3:51])=[CH:49][C:48]([CH3:52])=[CH:47][C:46]=3[CH3:53])=[O:43])[CH:10]=2)[CH:5]=[CH:6][C:7]=1[F:8], predict the reactants needed to synthesize it. The reactants are: [F:1][C:2]1[CH:3]=[C:4]([C:9]2[CH:14]=[CH:13][C:12]([C:15]([NH:17][C@H:18]([C:31]([O:33]CC3C=CC=CC=3)=[O:32])[CH2:19][CH2:20][C:21]([O:23]CC3C=CC=CC=3)=[O:22])=[O:16])=[C:11]([NH:41][C:42]([NH:44][C:45]3[C:50]([CH3:51])=[CH:49][C:48]([CH3:52])=[CH:47][C:46]=3[CH3:53])=[O:43])[CH:10]=2)[CH:5]=[CH:6][C:7]=1[F:8].[H][H].